Dataset: Catalyst prediction with 721,799 reactions and 888 catalyst types from USPTO. Task: Predict which catalyst facilitates the given reaction. (1) Reactant: [OH:1][C:2]1[CH:15]=[CH:14][C:13]2[C:12](=[O:16])[C:11]3[C:6](=[CH:7][CH:8]=[C:9]([OH:17])[CH:10]=3)[C:5](=[O:18])[C:4]=2[CH:3]=1.[CH2:19]([CH:21]([CH2:24][CH2:25][CH2:26][CH3:27])[CH2:22]Br)[CH3:20].C(=O)([O-])[O-].[K+].[K+]. Product: [CH2:19]([CH:21]([CH2:24][CH2:25][CH2:26][CH3:27])[CH2:22][O:1][C:2]1[CH:15]=[CH:14][C:13]2[C:12](=[O:16])[C:11]3[C:6](=[CH:7][CH:8]=[C:9]([O:17][CH2:5][CH:4]([CH2:13][CH3:12])[CH2:3][CH2:2][CH2:15][CH3:14])[CH:10]=3)[C:5](=[O:18])[C:4]=2[CH:3]=1)[CH3:20]. The catalyst class is: 9. (2) Reactant: C(N(CC)CC)C.Cl.[Br:9][C:10]1[CH:22]=[CH:21][C:20]([O:23][CH3:24])=[CH:19][C:11]=1[CH2:12][CH:13]1[CH2:18][CH2:17][NH:16][CH2:15][CH2:14]1.[C:25]([O:29][C:30]([NH:32][C@H:33]1[CH2:38][CH2:37][C@H:36]([CH2:39][CH2:40][C:41](O)=[O:42])[CH2:35][CH2:34]1)=[O:31])([CH3:28])([CH3:27])[CH3:26].ON1C2C=CC=CC=2N=N1.Cl.C(N=C=NCCCN(C)C)C. Product: [Br:9][C:10]1[CH:22]=[CH:21][C:20]([O:23][CH3:24])=[CH:19][C:11]=1[CH2:12][CH:13]1[CH2:14][CH2:15][N:16]([C:41](=[O:42])[CH2:40][CH2:39][C@H:36]2[CH2:35][CH2:34][C@H:33]([NH:32][C:30](=[O:31])[O:29][C:25]([CH3:26])([CH3:27])[CH3:28])[CH2:38][CH2:37]2)[CH2:17][CH2:18]1. The catalyst class is: 35.